Predict which catalyst facilitates the given reaction. From a dataset of Catalyst prediction with 721,799 reactions and 888 catalyst types from USPTO. Reactant: [CH2:1]([C:4]1[CH:9]=[CH:8][C:7]([OH:10])=[C:6]([N+:11]([O-])=O)[CH:5]=1)[CH2:2][CH3:3].[H][H]. Product: [NH2:11][C:6]1[CH:5]=[C:4]([CH2:1][CH2:2][CH3:3])[CH:9]=[CH:8][C:7]=1[OH:10]. The catalyst class is: 153.